From a dataset of Catalyst prediction with 721,799 reactions and 888 catalyst types from USPTO. Predict which catalyst facilitates the given reaction. (1) Product: [N+:43]([C:38]1[CH:39]=[N:40][CH:41]=[CH:42][C:37]=1[NH:23][CH2:22][C:16]1([C:13]2[CH:14]=[CH:15][C:10]([O:9][CH2:8][CH2:7][CH2:6][N:1]3[CH2:5][CH2:4][CH2:3][CH2:2]3)=[CH:11][CH:12]=2)[CH2:17][CH2:18][O:19][CH2:20][CH2:21]1)([O-:45])=[O:44]. The catalyst class is: 10. Reactant: [N:1]1([CH2:6][CH2:7][CH2:8][O:9][C:10]2[CH:15]=[CH:14][C:13]([C:16]3([CH2:22][NH2:23])[CH2:21][CH2:20][O:19][CH2:18][CH2:17]3)=[CH:12][CH:11]=2)[CH2:5][CH2:4][CH2:3][CH2:2]1.CCN(C(C)C)C(C)C.Cl.C(O[C:37]1[CH:42]=[CH:41][N:40]=[CH:39][C:38]=1[N+:43]([O-:45])=[O:44])C. (2) Reactant: C(=O)([O-])[O-].[K+].[K+].Cl[C:8]1[N:13]=[CH:12][CH:11]=[CH:10][N:9]=1.[CH3:14][O:15][C:16]1[CH:23]=[C:22]([O:24][CH3:25])[CH:21]=[CH:20][C:17]=1[CH2:18][NH2:19]. Product: [CH3:14][O:15][C:16]1[CH:23]=[C:22]([O:24][CH3:25])[CH:21]=[CH:20][C:17]=1[CH2:18][NH:19][C:8]1[N:13]=[CH:12][CH:11]=[CH:10][N:9]=1. The catalyst class is: 10. (3) Reactant: [Cl:1][C:2]1[CH:3]=[C:4]([NH:17][C:18]2[C:27]3[C:22](=[CH:23][CH:24]=[C:25]([NH2:28])[CH:26]=3)[N:21]=[CH:20][N:19]=2)[CH:5]=[CH:6][C:7]=1[O:8][CH2:9][C:10]1[CH:15]=[CH:14][CH:13]=[C:12]([F:16])[CH:11]=1.[CH3:29][N:30]1[CH2:34][CH2:33][CH2:32][C:31]1=O.P(Cl)(Cl)(Cl)=O.CCN(CC)CC. Product: [Cl:1][C:2]1[CH:3]=[C:4]([NH:17][C:18]2[C:27]3[C:22](=[CH:23][CH:24]=[C:25]([N:28]=[C:31]4[CH2:32][CH2:33][CH2:34][N:30]4[CH3:29])[CH:26]=3)[N:21]=[CH:20][N:19]=2)[CH:5]=[CH:6][C:7]=1[O:8][CH2:9][C:10]1[CH:15]=[CH:14][CH:13]=[C:12]([F:16])[CH:11]=1. The catalyst class is: 2. (4) Reactant: [OH:1][C:2]1[CH:3]=[C:4]([C:10]2[CH2:19][C:18](=[O:20])[C:17]3[C:12](=[CH:13][C:14]4[O:23][CH2:22][O:21][C:15]=4[CH:16]=3)[N:11]=2)[CH:5]=[C:6]([O:8][CH3:9])[CH:7]=1.[H-].[Na+].[O:26]([CH2:56][C:57]1[CH:62]=[CH:61][CH:60]=[CH:59][CH:58]=1)[P:27](O[P:27]([O:28][CH2:29][C:30]1[CH:35]=[CH:34][CH:33]=[CH:32][CH:31]=1)([O:26][CH2:56][C:57]1[CH:62]=[CH:61][CH:60]=[CH:59][CH:58]=1)=[O:36])(=[O:36])[O:28][CH2:29][C:30]1[CH:35]=[CH:34][CH:33]=[CH:32][CH:31]=1. Product: [P:27]([O:20][C:18]1[C:17]2[C:12](=[CH:13][C:14]3[O:23][CH2:22][O:21][C:15]=3[CH:16]=2)[N:11]=[C:10]([C:4]2[CH:5]=[C:6]([O:8][CH3:9])[CH:7]=[C:2]([O:1][P:27]([O:26][CH2:56][C:57]3[CH:62]=[CH:61][CH:60]=[CH:59][CH:58]=3)([O:28][CH2:29][C:30]3[CH:35]=[CH:34][CH:33]=[CH:32][CH:31]=3)=[O:36])[CH:3]=2)[CH:19]=1)([O:28][CH2:29][C:30]1[CH:35]=[CH:34][CH:33]=[CH:32][CH:31]=1)([O:26][CH2:56][C:57]1[CH:62]=[CH:61][CH:60]=[CH:59][CH:58]=1)=[O:36]. The catalyst class is: 7.